Dataset: Reaction yield outcomes from USPTO patents with 853,638 reactions. Task: Predict the reaction yield, written as a fraction of the theoretical maximum amount of product (1.0 means a 100% yield; for example, 0.34 means a 34% yield). (1) The product is [C:18]([C:14]1[CH:13]=[C:12]([C:22]2([OH:28])[CH2:27][CH2:3][C:1](=[CH2:4])[CH2:2][CH2:23]2)[CH:17]=[CH:16][CH:15]=1)([CH3:21])([CH3:20])[CH3:19]. The yield is 0.810. The reactants are [C:1]([Li])([CH3:4])([CH3:3])[CH3:2].CCCCC.Br[C:12]1[CH:17]=[CH:16][CH:15]=[C:14]([C:18]([CH3:21])([CH3:20])[CH3:19])[CH:13]=1.[C:22]1(=[O:28])[CH2:27]CCC[CH2:23]1. The catalyst is O1CCCC1.[Cl-].[NH4+].C(OCC)(=O)C. (2) The reactants are [NH2:1][CH2:2][C@H:3]1[O:8][CH2:7][C@H:6]([NH:9][C:10]([O:12][C:13]([CH3:16])([CH3:15])[CH3:14])=[O:11])[CH2:5][CH2:4]1.[C:17]([O:20][CH2:21][CH:22]=O)(=[O:19])[CH3:18].C(O[BH-](OC(=O)C)OC(=O)C)(=O)C.[Na+].C(=O)(O)[O-].[Na+]. The catalyst is ClCCl. The product is [C:17]([O:20][CH2:21][CH2:22][NH:1][CH2:2][C@H:3]1[O:8][CH2:7][C@H:6]([NH:9][C:10]([O:12][C:13]([CH3:16])([CH3:15])[CH3:14])=[O:11])[CH2:5][CH2:4]1)(=[O:19])[CH3:18]. The yield is 0.640.